The task is: Predict the product of the given reaction.. This data is from Forward reaction prediction with 1.9M reactions from USPTO patents (1976-2016). (1) The product is: [NH2:6][C:7]1[C:12]2=[C:13]([C:20]3[CH:25]=[CH:24][C:23]([NH:26][C:27]([NH:29][C:30]4[CH:35]=[C:34]([C:36]([F:37])([F:38])[F:39])[CH:33]=[CH:32][C:31]=4[F:40])=[O:28])=[CH:22][CH:21]=3)[C:14]([CH2:16][CH2:17][CH:18]=[O:19])=[CH:15][N:11]2[N:10]=[CH:9][N:8]=1. Given the reactants C1COCC1.[NH2:6][C:7]1[C:12]2=[C:13]([C:20]3[CH:25]=[CH:24][C:23]([NH:26][C:27]([NH:29][C:30]4[CH:35]=[C:34]([C:36]([F:39])([F:38])[F:37])[CH:33]=[CH:32][C:31]=4[F:40])=[O:28])=[CH:22][CH:21]=3)[C:14]([CH2:16][CH2:17][CH2:18][OH:19])=[CH:15][N:11]2[N:10]=[CH:9][N:8]=1.CC(OI1(OC(C)=O)(OC(C)=O)OC(=O)C2C=CC=CC1=2)=O, predict the reaction product. (2) Given the reactants C([Li])CCC.CN(C)CCNC.[CH3:13][O:14][C:15]1[CH:16]=[C:17]([CH:20]=[CH:21][CH:22]=1)[CH:18]=[O:19].[Cl:23]C(Cl)(Cl)C(Cl)(Cl)Cl.Cl, predict the reaction product. The product is: [Cl:23][C:16]1[C:15]([O:14][CH3:13])=[CH:22][CH:21]=[CH:20][C:17]=1[CH:18]=[O:19]. (3) Given the reactants [CH3:1][C:2]1([CH3:11])[O:6][C@:5]([CH3:10])([C:7]([O-:9])=[O:8])[CH2:4][O:3]1.[Li+].[CH2:13](Br)[C:14]1[CH:19]=[CH:18][CH:17]=[CH:16][CH:15]=1.C(=O)([O-])[O-].[K+].[K+], predict the reaction product. The product is: [CH3:1][C:2]1([CH3:11])[O:6][C@:5]([CH3:10])([C:7]([O:9][CH2:13][C:14]2[CH:19]=[CH:18][CH:17]=[CH:16][CH:15]=2)=[O:8])[CH2:4][O:3]1. (4) Given the reactants [CH3:1][C@@H:2]1[N:7]([C:8]2[C:9](=[O:22])[NH:10][C:11]3[C:16]([N:17]=2)=[CH:15][C:14]([C:18]([O:20][CH3:21])=[O:19])=[CH:13][CH:12]=3)[CH2:6][CH2:5][O:4][CH2:3]1.N1C=CC=CC=1.[O:29](S(C(F)(F)F)(=O)=O)[S:30]([C:33]([F:36])([F:35])[F:34])(=O)=[O:31], predict the reaction product. The product is: [CH3:1][C@@H:2]1[N:7]([C:8]2[C:9]([O:22][S:30]([C:33]([F:36])([F:35])[F:34])(=[O:31])=[O:29])=[N:10][C:11]3[C:16]([N:17]=2)=[CH:15][C:14]([C:18]([O:20][CH3:21])=[O:19])=[CH:13][CH:12]=3)[CH2:6][CH2:5][O:4][CH2:3]1.